This data is from Forward reaction prediction with 1.9M reactions from USPTO patents (1976-2016). The task is: Predict the product of the given reaction. (1) Given the reactants [F:1][C:2]([F:25])([F:24])[C:3]1[CH:8]=[CH:7][C:6]([C:9]2[S:10][C:11]([C:19](OCC)=[O:20])=[C:12]([C:14](OCC)=[O:15])[N:13]=2)=[CH:5][CH:4]=1.CO.C(O)(=O)C.[BH4-].[Na+], predict the reaction product. The product is: [OH:20][CH2:19][C:11]1[S:10][C:9]([C:6]2[CH:5]=[CH:4][C:3]([C:2]([F:25])([F:24])[F:1])=[CH:8][CH:7]=2)=[N:13][C:12]=1[CH2:14][OH:15]. (2) Given the reactants [F:1][C:2]1[CH:3]=[C:4]([CH:8]=[C:9]([F:21])[C:10]=1[NH:11][CH2:12][C:13]1[CH:18]=[CH:17][C:16]([O:19][CH3:20])=[CH:15][CH:14]=1)[C:5]([OH:7])=O.[CH3:22][N:23]1[CH2:28][CH2:27][NH:26][CH2:25][CH2:24]1, predict the reaction product. The product is: [F:21][C:9]1[CH:8]=[C:4]([C:5]([N:26]2[CH2:27][CH2:28][N:23]([CH3:22])[CH2:24][CH2:25]2)=[O:7])[CH:3]=[C:2]([F:1])[C:10]=1[NH:11][CH2:12][C:13]1[CH:18]=[CH:17][C:16]([O:19][CH3:20])=[CH:15][CH:14]=1.